From a dataset of Forward reaction prediction with 1.9M reactions from USPTO patents (1976-2016). Predict the product of the given reaction. (1) Given the reactants C[O:2][C:3](=[O:15])[CH2:4][C:5]1[C:13]2[C:8](=[N:9][CH:10]=[CH:11][CH:12]=2)[NH:7][C:6]=1[CH3:14].CCN(P1(N(C)CCCN1C)=NC(C)(C)C)CC.Br[CH2:35][C:36]1[CH:41]=[CH:40][C:39]([S:42]([CH2:45][CH3:46])(=[O:44])=[O:43])=[CH:38][C:37]=1[C:47]([F:50])([F:49])[F:48], predict the reaction product. The product is: [CH2:45]([S:42]([C:39]1[CH:40]=[CH:41][C:36]([CH2:35][N:7]2[C:8]3=[N:9][CH:10]=[CH:11][CH:12]=[C:13]3[C:5]([CH2:4][C:3]([OH:2])=[O:15])=[C:6]2[CH3:14])=[C:37]([C:47]([F:49])([F:48])[F:50])[CH:38]=1)(=[O:43])=[O:44])[CH3:46]. (2) Given the reactants C([CH:4]([N:9]1[C:13]([CH2:14][CH3:15])=[C:12]([O:16][C:17]2[CH:22]=[CH:21][C:20]([C:23]#[N:24])=[CH:19][CH:18]=2)[C:11]([CH2:25][CH3:26])=[N:10]1)[C:5]([NH:7][NH2:8])=[O:6])(=O)C.C(C1C=C[C:32]([O:33]C2C(CC)=NN(CC(O)=O)C=2CC)=CC=1)#N.C(NN)=O, predict the reaction product. The product is: [C:23]([C:20]1[CH:19]=[CH:18][C:17]([O:16][C:12]2[C:11]([CH2:25][CH3:26])=[N:10][N:9]([CH2:4][C:5]([N:7]([CH:32]=[O:33])[NH2:8])=[O:6])[C:13]=2[CH2:14][CH3:15])=[CH:22][CH:21]=1)#[N:24].